This data is from Catalyst prediction with 721,799 reactions and 888 catalyst types from USPTO. The task is: Predict which catalyst facilitates the given reaction. (1) Reactant: [O:1]=[C:2]1[NH:6][C:5](=[O:7])/[C:4](=[CH:8]/[C:9]2[CH:10]=[C:11]([CH:32]=[CH:33][CH:34]=2)[O:12][C:13]2[N:18]=[CH:17][N:16]=[C:15]([O:19][CH:20]3[CH2:25][CH2:24][N:23]([C:26]([O:28][CH2:29][CH3:30])=[O:27])[CH2:22][CH2:21]3)[C:14]=2[CH3:31])/[S:3]1.[C:35]([O-])([O-])=O.[K+].[K+].CI. Product: [CH2:29]([O:28][C:26]([N:23]1[CH2:24][CH2:25][CH:20]([O:19][C:15]2[C:14]([CH3:31])=[C:13]([O:12][C:11]3[CH:32]=[CH:33][CH:34]=[C:9](/[CH:8]=[C:4]4/[C:5](=[O:7])[N:6]([CH3:35])[C:2](=[O:1])[S:3]/4)[CH:10]=3)[N:18]=[CH:17][N:16]=2)[CH2:21][CH2:22]1)=[O:27])[CH3:30]. The catalyst class is: 44. (2) Reactant: [Cl:1][C:2]1[CH:3]=[C:4]([CH:12]=[C:13](Cl)[N:14]=1)[C:5]([O:7][C:8]([CH3:11])([CH3:10])[CH3:9])=[O:6].O.[NH2:17][NH2:18]. Product: [Cl:1][C:2]1[CH:3]=[C:4]([CH:12]=[C:13]([NH:17][NH2:18])[N:14]=1)[C:5]([O:7][C:8]([CH3:11])([CH3:10])[CH3:9])=[O:6]. The catalyst class is: 8. (3) The catalyst class is: 16. Product: [NH2:20][C:21]1[C:26]([C:27](=[O:32])[C:28]([F:30])([F:31])[F:29])=[CH:25][CH:24]=[C:23]([NH:33][CH:34]2[CH2:39][CH2:38][CH2:37][N:36]([C:2]3[C:3]4[N:4]([N:16]=[CH:17][N:18]=4)[CH:5]=[C:6]([C:8]4[CH:13]=[CH:12][C:11]([F:14])=[CH:10][C:9]=4[F:15])[N:7]=3)[CH2:35]2)[N:22]=1. Reactant: Cl[C:2]1[C:3]2[N:4]([N:16]=[CH:17][N:18]=2)[CH:5]=[C:6]([C:8]2[CH:13]=[CH:12][C:11]([F:14])=[CH:10][C:9]=2[F:15])[N:7]=1.Cl.[NH2:20][C:21]1[C:26]([C:27](=[O:32])[C:28]([F:31])([F:30])[F:29])=[CH:25][CH:24]=[C:23]([NH:33][CH:34]2[CH2:39][CH2:38][CH2:37][NH:36][CH2:35]2)[N:22]=1.C(N(CC)C(C)C)(C)C. (4) Reactant: [Cl:1][C:2]1[CH:3]=[C:4](/[CH:21]=[CH:22]/[C:23]([O:25]CC)=[O:24])[CH:5]=[N:6][C:7]=1[NH:8][CH2:9][CH2:10][NH:11][C:12](=[O:20])[C:13]1[CH:18]=[CH:17][C:16]([Cl:19])=[CH:15][CH:14]=1.[OH-].[Na+]. Product: [Cl:1][C:2]1[CH:3]=[C:4](/[CH:21]=[CH:22]/[C:23]([OH:25])=[O:24])[CH:5]=[N:6][C:7]=1[NH:8][CH2:9][CH2:10][NH:11][C:12](=[O:20])[C:13]1[CH:18]=[CH:17][C:16]([Cl:19])=[CH:15][CH:14]=1. The catalyst class is: 5. (5) Reactant: [CH:1]1([O:7][CH2:8][CH2:9]O)[CH2:6][CH2:5][CH2:4][CH2:3][CH2:2]1.C(Br)(Br)(Br)[Br:12].C1(P(C2C=CC=CC=2)C2C=CC=CC=2)C=CC=CC=1. Product: [Br:12][CH2:9][CH2:8][O:7][CH:1]1[CH2:6][CH2:5][CH2:4][CH2:3][CH2:2]1. The catalyst class is: 4. (6) Reactant: [Br:1][C:2]1[CH:7]=[CH:6][C:5]([C:8]([C:10]2[CH:15]=[CH:14][C:13]([Br:16])=[CH:12][CH:11]=2)=[O:9])=[CH:4][CH:3]=1.[BH4-].[Na+]. Product: [Br:1][C:2]1[CH:7]=[CH:6][C:5]([CH:8]([C:10]2[CH:15]=[CH:14][C:13]([Br:16])=[CH:12][CH:11]=2)[OH:9])=[CH:4][CH:3]=1. The catalyst class is: 1. (7) Reactant: [NH2:1][C:2]1[NH:6][N:5]=[C:4]([NH:7][C:8]2[CH:9]=[N:10][CH:11]=[CH:12][CH:13]=2)[C:3]=1[C:14]([NH2:16])=[O:15].[Cl:17][C:18]1[CH:25]=[CH:24][C:21]([CH:22]=O)=[CH:20][CH:19]=1.N1CCCCC1. Product: [Cl:17][C:18]1[CH:25]=[CH:24][C:21]([CH:22]=[N:1][C:2]2[NH:6][N:5]=[C:4]([NH:7][C:8]3[CH:9]=[N:10][CH:11]=[CH:12][CH:13]=3)[C:3]=2[C:14]([NH2:16])=[O:15])=[CH:20][CH:19]=1. The catalyst class is: 8. (8) Reactant: [NH2:1][CH2:2][C:3]1[C:4]([CH2:21][CH2:22][CH2:23][CH2:24][C:25]([O:27][CH2:28][CH3:29])=[O:26])=[C:5]([C:14]2[CH:15]=[N:16][CH:17]=[C:18]([CH3:20])[CH:19]=2)[C:6]2[N:7]([C:9]([CH2:12][CH3:13])=[CH:10][CH:11]=2)[N:8]=1.[C:30](O)(=[O:37])[C:31]1[CH:36]=[CH:35][CH:34]=[CH:33][CH:32]=1.Cl.C(N=C=NCCCN(C)C)C. Product: [C:30]([NH:1][CH2:2][C:3]1[C:4]([CH2:21][CH2:22][CH2:23][CH2:24][C:25]([O:27][CH2:28][CH3:29])=[O:26])=[C:5]([C:14]2[CH:15]=[N:16][CH:17]=[C:18]([CH3:20])[CH:19]=2)[C:6]2[N:7]([C:9]([CH2:12][CH3:13])=[CH:10][CH:11]=2)[N:8]=1)(=[O:37])[C:31]1[CH:36]=[CH:35][CH:34]=[CH:33][CH:32]=1. The catalyst class is: 9.